Dataset: Forward reaction prediction with 1.9M reactions from USPTO patents (1976-2016). Task: Predict the product of the given reaction. Given the reactants C(OC([N:8]1[C:13]2[CH:14]=[C:15]([Cl:25])[C:16]([N:18]([CH3:24])[C:19]3[N:20]=[N:21][NH:22][N:23]=3)=[CH:17][C:12]=2[O:11][CH:10]([C:26](=[O:45])[N:27]([CH2:29][CH2:30][C:31]([C:43]#[N:44])([CH2:41][CH3:42])[CH2:32]/[C:33](/[CH:39]=[CH2:40])=[CH:34]/[CH:35]=[C:36](/[F:38])\[CH3:37])[CH3:28])[CH2:9]1)=O)(C)(C)C.FC(F)(F)C(O)=O, predict the reaction product. The product is: [C:43]([C:31]([CH2:41][CH3:42])([CH2:32]/[C:33](/[CH:39]=[CH2:40])=[CH:34]/[CH:35]=[C:36](/[F:38])\[CH3:37])[CH2:30][CH2:29][N:27]([CH3:28])[C:26]([CH:10]1[CH2:9][NH:8][C:13]2[CH:14]=[C:15]([Cl:25])[C:16]([N:18]([CH3:24])[C:19]3[N:20]=[N:21][NH:22][N:23]=3)=[CH:17][C:12]=2[O:11]1)=[O:45])#[N:44].